Dataset: Peptide-MHC class II binding affinity with 134,281 pairs from IEDB. Task: Regression. Given a peptide amino acid sequence and an MHC pseudo amino acid sequence, predict their binding affinity value. This is MHC class II binding data. (1) The peptide sequence is DHGGACGYKDVDKPP. The MHC is DRB1_1101 with pseudo-sequence DRB1_1101. The binding affinity (normalized) is 0.0727. (2) The peptide sequence is EKKYFACTQFEPLAA. The MHC is HLA-DQA10301-DQB10302 with pseudo-sequence HLA-DQA10301-DQB10302. The binding affinity (normalized) is 0.309.